Dataset: Full USPTO retrosynthesis dataset with 1.9M reactions from patents (1976-2016). Task: Predict the reactants needed to synthesize the given product. Given the product [CH:1]1[C:11]2[C:10]3=[CH:12][C:13]4[CH:14]=[CH:15][C:16]([C:19]([OH:21])=[O:20])=[CH:17][C:18]=4[N:9]3[CH2:8][CH:7]=[CH:6][C:5]=2[CH:4]=[CH:3][CH:2]=1.[CH:1]1[C:11]2[C:10]3=[CH:12][C:13]4[CH:14]=[CH:15][C:16]([C:19]([OH:21])=[O:20])=[CH:17][C:18]=4[N:9]3[CH:8]=[CH:7][CH2:6][C:5]=2[CH:4]=[CH:3][CH:2]=1, predict the reactants needed to synthesize it. The reactants are: [CH:1]1[C:11]2[C:10]3=[CH:12][C:13]4[CH:14]=[CH:15][C:16]([C:19]([OH:21])=[O:20])=[CH:17][C:18]=4[N:9]3[CH2:8][CH:7]=[CH:6][C:5]=2[CH:4]=[CH:3][CH:2]=1.